This data is from Reaction yield outcomes from USPTO patents with 853,638 reactions. The task is: Predict the reaction yield, written as a fraction of the theoretical maximum amount of product (1.0 means a 100% yield; for example, 0.34 means a 34% yield). (1) The reactants are [Cl:1][C:2]1[CH:3]=[C:4]([C:19]([O:21]C)=[O:20])[C:5]2[C:6]([CH3:18])=[C:7]([CH2:14][N:15]([CH3:17])[CH3:16])[N:8]([CH:11]([CH3:13])[CH3:12])[C:9]=2[CH:10]=1.Cl. No catalyst specified. The product is [ClH:1].[Cl:1][C:2]1[CH:3]=[C:4]([C:19]([OH:21])=[O:20])[C:5]2[C:6]([CH3:18])=[C:7]([CH2:14][N:15]([CH3:16])[CH3:17])[N:8]([CH:11]([CH3:13])[CH3:12])[C:9]=2[CH:10]=1. The yield is 0.890. (2) The reactants are CC1C=CC(S(O[CH2:12][C@H:13]2[CH2:22][CH2:21][C:20]3[C:15](=[C:16]([C:24]4[CH:29]=[CH:28][CH:27]=[CH:26][C:25]=4[Cl:30])[C:17]([Cl:23])=[CH:18][CH:19]=3)[O:14]2)(=O)=O)=CC=1.[N-:31]=[N+:32]=[N-:33].[Na+]. The catalyst is CS(C)=O. The product is [N:31]([CH2:12][C@H:13]1[CH2:22][CH2:21][C:20]2[C:15](=[C:16]([C:24]3[CH:29]=[CH:28][CH:27]=[CH:26][C:25]=3[Cl:30])[C:17]([Cl:23])=[CH:18][CH:19]=2)[O:14]1)=[N+:32]=[N-:33]. The yield is 0.990. (3) The reactants are Cl.O1CCOCC1.[Cl:8][C:9]1[CH:14]=[C:13]([C:15](=[O:30])[NH:16][CH2:17][C:18]2[CH:23]=[C:22]([Cl:24])[CH:21]=[CH:20][C:19]=2[S:25]([CH2:28][CH3:29])(=[O:27])=[O:26])[CH:12]=[C:11]([C:31]([F:34])([F:33])[F:32])[C:10]=1[CH2:35][N:36]1[CH2:41][CH2:40][N:39]([C:42](=[O:52])[CH2:43][NH:44]C(=O)OC(C)(C)C)[CH2:38][CH2:37]1. The catalyst is C(Cl)Cl. The product is [NH2:44][CH2:43][C:42]([N:39]1[CH2:40][CH2:41][N:36]([CH2:35][C:10]2[C:11]([C:31]([F:34])([F:33])[F:32])=[CH:12][C:13]([C:15]([NH:16][CH2:17][C:18]3[CH:23]=[C:22]([Cl:24])[CH:21]=[CH:20][C:19]=3[S:25]([CH2:28][CH3:29])(=[O:27])=[O:26])=[O:30])=[CH:14][C:9]=2[Cl:8])[CH2:37][CH2:38]1)=[O:52]. The yield is 0.670.